This data is from Full USPTO retrosynthesis dataset with 1.9M reactions from patents (1976-2016). The task is: Predict the reactants needed to synthesize the given product. (1) Given the product [NH2:8][C:9]1[N:17]=[CH:16][N:15]=[C:14]2[C:10]=1[N:11]=[CH:12][N:13]2[C@H:18]1[C@H:25]([OH:24])[C@H:21]([OH:22])[C@@H:20]([CH2:28][N:29]([CH2:30][CH2:31][CH2:32][NH:33][C:34]2[NH:38][C:37]3[CH:39]=[C:40]([C:43]([CH3:46])([CH3:45])[CH3:44])[CH:41]=[CH:42][C:36]=3[N:35]=2)[CH3:47])[O:19]1, predict the reactants needed to synthesize it. The reactants are: C(O)(C(F)(F)F)=O.[NH2:8][C:9]1[N:17]=[CH:16][N:15]=[C:14]2[C:10]=1[N:11]=[CH:12][N:13]2[C@H:18]1[C@H:25]2[C@H:21]([O:22]C(C)(C)[O:24]2)[C@@H:20]([CH2:28][N:29]([CH3:47])[CH2:30][CH2:31][CH2:32][NH:33][C:34]2[NH:38][C:37]3[CH:39]=[C:40]([C:43]([CH3:46])([CH3:45])[CH3:44])[CH:41]=[CH:42][C:36]=3[N:35]=2)[O:19]1. (2) Given the product [Br:3][C:4]1[N:5]([C:14]2[C:23]3[C:18](=[CH:19][CH:20]=[CH:21][CH:22]=3)[C:17]([CH:24]3[CH2:26][CH2:25]3)=[CH:16][CH:15]=2)[C:6]([S:9][CH2:10][C:11]([O-:13])=[O:12])=[N:7][N:8]=1.[Na+:2], predict the reactants needed to synthesize it. The reactants are: [OH-].[Na+:2].[Br:3][C:4]1[N:5]([C:14]2[C:23]3[C:18](=[CH:19][CH:20]=[CH:21][CH:22]=3)[C:17]([CH:24]3[CH2:26][CH2:25]3)=[CH:16][CH:15]=2)[C:6]([S:9][CH2:10][C:11]([OH:13])=[O:12])=[N:7][N:8]=1. (3) Given the product [C:11]([NH:10][S:7]([Cl:6])(=[O:9])=[O:8])([O:5][C:1]([CH3:4])([CH3:3])[CH3:2])=[O:12], predict the reactants needed to synthesize it. The reactants are: [C:1]([OH:5])([CH3:4])([CH3:3])[CH3:2].[Cl:6][S:7]([N:10]=[C:11]=[O:12])(=[O:9])=[O:8].CCCCCC. (4) Given the product [Br:1][C:2]1[CH:3]=[CH:4][C:5]([N:8]([C:33]2[CH:38]=[CH:37][CH:36]=[CH:35][CH:34]=2)[CH:9]2[CH2:14][CH2:13][N:12]([C:15]3([CH3:31])[CH2:16][CH2:17][N:18]([C:21]([C:23]4[C:28]([CH3:29])=[CH:27][CH:26]=[CH:25][C:24]=4[CH3:30])=[O:22])[CH2:19][CH2:20]3)[CH2:11][CH2:10]2)=[CH:6][CH:7]=1, predict the reactants needed to synthesize it. The reactants are: [Br:1][C:2]1[CH:7]=[CH:6][C:5]([NH:8][CH:9]2[CH2:14][CH2:13][N:12]([C:15]3([CH3:31])[CH2:20][CH2:19][N:18]([C:21]([C:23]4[C:28]([CH3:29])=[CH:27][CH:26]=[CH:25][C:24]=4[CH3:30])=[O:22])[CH2:17][CH2:16]3)[CH2:11][CH2:10]2)=[CH:4][CH:3]=1.I[C:33]1[CH:38]=[CH:37][CH:36]=[CH:35][CH:34]=1.C1C=CC(P(C2C(C3C(P(C4C=CC=CC=4)C4C=CC=CC=4)=CC=C4C=3C=CC=C4)=C3C(C=CC=C3)=CC=2)C2C=CC=CC=2)=CC=1.CC([O-])(C)C.[K+]. (5) The reactants are: [I:1][C:2]1[CH:7]=[CH:6][C:5]([NH:8][N:9]=[C:10]([C:14](Cl)=[O:15])[C:11](Cl)=[O:12])=[C:4]([CH3:17])[CH:3]=1.[CH2:18]([OH:22])[CH2:19][CH2:20][CH3:21]. Given the product [I:1][C:2]1[CH:7]=[C:6]2[C:5](=[C:4]([CH3:17])[CH:3]=1)[NH:8][N:9]=[C:10]([C:14]([O:22][CH2:18][CH2:19][CH2:20][CH3:21])=[O:15])[C:11]2=[O:12], predict the reactants needed to synthesize it.